Dataset: Catalyst prediction with 721,799 reactions and 888 catalyst types from USPTO. Task: Predict which catalyst facilitates the given reaction. Reactant: S(Cl)(Cl)=O.[C:5]([N:12]1[CH2:17][CH2:16][CH:15]([C:18]([OH:20])=O)[CH2:14][CH2:13]1)([O:7][C:8]([CH3:11])([CH3:10])[CH3:9])=[O:6].N1C=CC=CC=1.[CH2:27]([NH2:31])[CH:28]([CH3:30])[CH3:29].CCN(CC)CC.Cl. Product: [C:8]([O:7][C:5]([N:12]1[CH2:13][CH2:14][CH:15]([C:18](=[O:20])[NH:31][CH2:27][CH:28]([CH3:30])[CH3:29])[CH2:16][CH2:17]1)=[O:6])([CH3:9])([CH3:10])[CH3:11]. The catalyst class is: 2.